From a dataset of Full USPTO retrosynthesis dataset with 1.9M reactions from patents (1976-2016). Predict the reactants needed to synthesize the given product. (1) Given the product [Cl:1][C:2]1[CH:3]=[C:4]([NH:10][CH:11]([CH3:12])[C:13]([OH:15])=[O:14])[CH:5]=[CH:6][C:7]=1[Cl:8], predict the reactants needed to synthesize it. The reactants are: [Cl:1][C:2]1[CH:3]=[C:4](I)[CH:5]=[CH:6][C:7]=1[Cl:8].[NH2:10][C@H:11]([C:13]([OH:15])=[O:14])[CH3:12].C1(NN=CC2C=CC=CC=2O)C=CC=CC=1.P([O-])([O-])([O-])=O.[K+].[K+].[K+].Cl. (2) Given the product [NH2:37][C:34]1[CH:35]=[CH:36][C:31]([N:7]2[C:6](=[O:44])[C:5]([CH3:45])([CH3:4])[N:9]([CH2:10][CH2:11][CH2:12][CH2:13][CH2:14][CH2:15][CH2:16][CH2:17][CH2:18][S:19][CH2:20][CH2:21][CH2:22][C:23]([F:28])([F:29])[C:24]([F:25])([F:26])[F:27])[C:8]2=[O:30])=[CH:32][C:33]=1[C:40]([F:43])([F:42])[F:41], predict the reactants needed to synthesize it. The reactants are: Cl[Sn]Cl.[CH3:4][C:5]1([CH3:45])[N:9]([CH2:10][CH2:11][CH2:12][CH2:13][CH2:14][CH2:15][CH2:16][CH2:17][CH2:18][S:19][CH2:20][CH2:21][CH2:22][C:23]([F:29])([F:28])[C:24]([F:27])([F:26])[F:25])[C:8](=[O:30])[N:7]([C:31]2[CH:36]=[CH:35][C:34]([N+:37]([O-])=O)=[C:33]([C:40]([F:43])([F:42])[F:41])[CH:32]=2)[C:6]1=[O:44].C([O-])(O)=O.[Na+].